From a dataset of Catalyst prediction with 721,799 reactions and 888 catalyst types from USPTO. Predict which catalyst facilitates the given reaction. (1) Reactant: [CH2:1]([N:3]([CH2:11][C:12](=[O:31])[NH:13][CH2:14][C:15]1[CH:16]=[C:17]([C:21]2[CH:26]=[CH:25][C:24]([C:27]([F:30])([F:29])[F:28])=[CH:23][CH:22]=2)[CH:18]=[CH:19][CH:20]=1)C(=O)OC(C)(C)C)[CH3:2].O1CCOCC1. Product: [CH2:1]([NH:3][CH2:11][C:12]([NH:13][CH2:14][C:15]1[CH:16]=[C:17]([C:21]2[CH:22]=[CH:23][C:24]([C:27]([F:28])([F:29])[F:30])=[CH:25][CH:26]=2)[CH:18]=[CH:19][CH:20]=1)=[O:31])[CH3:2]. The catalyst class is: 33. (2) Reactant: [CH:1]1([CH2:4][O:5][C:6]2[CH:21]=[CH:20][C:9]3[N:10]=[C:11]([C@H:13]4[CH2:18][CH2:17][C@H:16]([OH:19])[CH2:15][CH2:14]4)[O:12][C:8]=3[CH:7]=2)[CH2:3][CH2:2]1.Cl[CH2:23][C:24]([N:26]1[CH2:31][CH2:30][O:29][CH2:28][CH2:27]1)=[O:25].C(O[K])(C)(C)C. Product: [CH:1]1([CH2:4][O:5][C:6]2[CH:21]=[CH:20][C:9]3[N:10]=[C:11]([C@H:13]4[CH2:18][CH2:17][C@H:16]([O:19][CH2:23][C:24]([N:26]5[CH2:31][CH2:30][O:29][CH2:28][CH2:27]5)=[O:25])[CH2:15][CH2:14]4)[O:12][C:8]=3[CH:7]=2)[CH2:2][CH2:3]1. The catalyst class is: 1. (3) Reactant: [Cl:1][C:2]1[CH:3]=[C:4]([C:8]2[CH:9]=[C:10]3[C:15](=[O:16])[NH:14][CH2:13][CH:12]([CH2:17][C:18]([O:20][CH2:21][CH3:22])=[O:19])[N:11]3[C:23]=2I)[CH:5]=[CH:6][CH:7]=1.[C:25]1(B(O)O)[CH:30]=[CH:29][CH:28]=[CH:27][CH:26]=1.C(=O)([O-])[O-].[Na+].[Na+].[Cl-].[Li+]. Product: [Cl:1][C:2]1[CH:3]=[C:4]([C:8]2[CH:9]=[C:10]3[C:15](=[O:16])[NH:14][CH2:13][CH:12]([CH2:17][C:18]([O:20][CH2:21][CH3:22])=[O:19])[N:11]3[C:23]=2[C:25]2[CH:30]=[CH:29][CH:28]=[CH:27][CH:26]=2)[CH:5]=[CH:6][CH:7]=1. The catalyst class is: 551. (4) Reactant: C(OC([N:8]1[CH2:13][CH2:12][N:11]([CH2:14][C:15]2[CH:20]=[CH:19][C:18]([C:21]3[CH:22]=[C:23]4[C:29]([C:30]5[CH:31]=[C:32]6[C:36](=[CH:37][CH:38]=5)[NH:35][CH:34]=[CH:33]6)=[CH:28][NH:27][C:24]4=[N:25][CH:26]=3)=[CH:17][CH:16]=2)[CH2:10][CH2:9]1)=O)(C)(C)C.C(O)(C(F)(F)F)=O. Product: [NH:35]1[C:36]2[C:32](=[CH:31][C:30]([C:29]3[C:23]4[C:24](=[N:25][CH:26]=[C:21]([C:18]5[CH:19]=[CH:20][C:15]([CH2:14][N:11]6[CH2:12][CH2:13][NH:8][CH2:9][CH2:10]6)=[CH:16][CH:17]=5)[CH:22]=4)[NH:27][CH:28]=3)=[CH:38][CH:37]=2)[CH:33]=[CH:34]1. The catalyst class is: 4. (5) Reactant: [Br:1][C:2]1[CH:3]=[C:4]([CH:7]=[CH:8][CH:9]=1)[CH2:5]Br.[NH:10]1[CH2:14][CH2:13][NH:12][C:11]1=[O:15].C(=O)([O-])[O-].[K+].[K+]. Product: [Br:1][C:2]1[CH:3]=[C:4]([CH:7]=[CH:8][CH:9]=1)[CH2:5][N:10]1[CH2:14][CH2:13][NH:12][C:11]1=[O:15]. The catalyst class is: 41. (6) Reactant: [OH:1][C:2]1[CH:7]=[CH:6][N:5]([C:8]2[CH:9]=[CH:10][C:11]3[N:15]=[C:14]([CH:16]4[CH2:18][CH:17]4[C:19]([OH:22])([CH3:21])[CH3:20])[N:13]([CH3:23])[C:12]=3[CH:24]=2)[C:4](=[O:25])[CH:3]=1.[F:26][C:27]1[CH:28]=[C:29]([CH2:34]O)[CH:30]=[CH:31][C:32]=1[F:33].C(P(CCCC)CCCC)CCC.N(C(N1CCCCC1)=O)=NC(N1CCCCC1)=O. Product: [F:26][C:27]1[CH:28]=[C:29]([CH:30]=[CH:31][C:32]=1[F:33])[CH2:34][O:1][C:2]1[CH:7]=[CH:6][N:5]([C:8]2[CH:9]=[CH:10][C:11]3[N:15]=[C:14]([CH:16]4[CH2:18][CH:17]4[C:19]([OH:22])([CH3:20])[CH3:21])[N:13]([CH3:23])[C:12]=3[CH:24]=2)[C:4](=[O:25])[CH:3]=1. The catalyst class is: 674. (7) Reactant: [F:1][C:2]1[CH:3]=[C:4]([C:18]2[CH:23]=[CH:22][CH:21]=[C:20]([OH:24])[CH:19]=2)[CH:5]=[CH:6][C:7]=1[NH:8][C:9]1[N:17]=[CH:16][CH:15]=[CH:14][C:10]=1[C:11]([OH:13])=[O:12].[C:25]([O-])(O)=O.[Na+].S(OC)(OC)(=O)=O. Product: [F:1][C:2]1[CH:3]=[C:4]([C:18]2[CH:23]=[CH:22][CH:21]=[C:20]([OH:24])[CH:19]=2)[CH:5]=[CH:6][C:7]=1[NH:8][C:9]1[N:17]=[CH:16][CH:15]=[CH:14][C:10]=1[C:11]([O:13][CH3:25])=[O:12]. The catalyst class is: 21. (8) Reactant: [C:1]([C:5]1[CH:6]=[CH:7][C:8]2[O:12][C:11]([N:13]3[CH2:19][CH2:18][CH2:17][NH:16][CH2:15][CH2:14]3)=[N:10][C:9]=2[CH:20]=1)([CH3:4])([CH3:3])[CH3:2].C(N(CC)C(C)C)(C)C.[O:30]=[S:31]1(=[O:40])[CH2:36][CH2:35][N:34]([C:37](Cl)=[O:38])[CH2:33][CH2:32]1. Product: [C:1]([C:5]1[CH:6]=[CH:7][C:8]2[O:12][C:11]([N:13]3[CH2:19][CH2:18][CH2:17][N:16]([C:37]([N:34]4[CH2:35][CH2:36][S:31](=[O:40])(=[O:30])[CH2:32][CH2:33]4)=[O:38])[CH2:15][CH2:14]3)=[N:10][C:9]=2[CH:20]=1)([CH3:4])([CH3:2])[CH3:3]. The catalyst class is: 4.